Task: Regression. Given a peptide amino acid sequence and an MHC pseudo amino acid sequence, predict their binding affinity value. This is MHC class II binding data.. Dataset: Peptide-MHC class II binding affinity with 134,281 pairs from IEDB (1) The peptide sequence is CAVVIIGVLHQNFKD. The MHC is DRB1_0901 with pseudo-sequence DRB1_0901. The binding affinity (normalized) is 0. (2) The peptide sequence is AAATAGTTVYGAQAA. The MHC is HLA-DQA10102-DQB10602 with pseudo-sequence HLA-DQA10102-DQB10602. The binding affinity (normalized) is 0.626. (3) The peptide sequence is NGNATPQLTKNAGVL. The MHC is DRB1_1201 with pseudo-sequence DRB1_1201. The binding affinity (normalized) is 0. (4) The MHC is HLA-DQA10201-DQB10201 with pseudo-sequence HLA-DQA10201-DQB10202. The peptide sequence is QPEQKQQSFPEQERP. The binding affinity (normalized) is 0.